Dataset: Full USPTO retrosynthesis dataset with 1.9M reactions from patents (1976-2016). Task: Predict the reactants needed to synthesize the given product. (1) The reactants are: [OH:1][C:2]1[CH:11]=[CH:10][C:5]([C:6]([O:8]C)=[O:7])=[CH:4][CH:3]=1.[CH2:12](O)/[CH:13]=[CH:14]/[CH3:15]. Given the product [CH2:12]([O:1][C:2]1[CH:11]=[CH:10][C:5]([C:6]([OH:8])=[O:7])=[CH:4][CH:3]=1)/[CH:13]=[CH:14]/[CH3:15], predict the reactants needed to synthesize it. (2) Given the product [CH3:1][O:2][C:3]1[CH:12]=[CH:11][C:6]2[CH2:7][CH2:8][CH2:9][CH2:10][NH:13][C:5]=2[CH:4]=1, predict the reactants needed to synthesize it. The reactants are: [CH3:1][O:2][C:3]1[CH:12]=[C:11]2[C:6]([CH2:7][CH2:8][CH2:9][C:10]2=[N:13]O)=[CH:5][CH:4]=1.CC(C[AlH]CC(C)C)C.